From a dataset of Reaction yield outcomes from USPTO patents with 853,638 reactions. Predict the reaction yield, written as a fraction of the theoretical maximum amount of product (1.0 means a 100% yield; for example, 0.34 means a 34% yield). (1) The reactants are [C:1]([C:3]1[CH:4]=[C:5]([CH2:27][C:28]([O:30][C:31]([CH3:34])([CH3:33])[CH3:32])=[O:29])[CH:6]=[CH:7][C:8]=1[O:9][C:10]1[CH:15]=[CH:14][C:13]([NH:16][C:17](=[O:26])[C:18]2[CH:23]=[CH:22][C:21]([Cl:24])=[C:20]([Cl:25])[CH:19]=2)=[CH:12][CH:11]=1)#[N:2].C(OCC)(=O)C. The catalyst is N.CO.[Ni]. The product is [NH2:2][CH2:1][C:3]1[CH:4]=[C:5]([CH2:27][C:28]([O:30][C:31]([CH3:34])([CH3:33])[CH3:32])=[O:29])[CH:6]=[CH:7][C:8]=1[O:9][C:10]1[CH:11]=[CH:12][C:13]([NH:16][C:17](=[O:26])[C:18]2[CH:23]=[CH:22][C:21]([Cl:24])=[C:20]([Cl:25])[CH:19]=2)=[CH:14][CH:15]=1. The yield is 0.992. (2) The yield is 0.623. The catalyst is C1COCC1. The reactants are [NH2:1][C:2]1[CH:7]=[CH:6][CH:5]=[CH:4][C:3]=1[NH:8][C:9]([NH:11][C:12]1[CH:17]=[CH:16][C:15]([C:18]2[N:23]=[C:22]([Cl:24])[C:21]([S:25][CH3:26])=[C:20]([N:27]3[CH2:32][CH2:31][O:30][CH2:29][CH2:28]3)[N:19]=2)=[CH:14][CH:13]=1)=S.C1CCC(N=C=NC2CCCCC2)CC1. The product is [NH:1]1[C:2]2[CH:7]=[CH:6][CH:5]=[CH:4][C:3]=2[N:8]=[C:9]1[NH:11][C:12]1[CH:13]=[CH:14][C:15]([C:18]2[N:23]=[C:22]([Cl:24])[C:21]([S:25][CH3:26])=[C:20]([N:27]3[CH2:32][CH2:31][O:30][CH2:29][CH2:28]3)[N:19]=2)=[CH:16][CH:17]=1. (3) The reactants are FC1C=CC(CN)=CC=1.[F:10][C:11]1[CH:17]=[CH:16][C:14]([NH2:15])=[CH:13][CH:12]=1.CS(O[CH2:23][CH2:24][N:25]1[C:29](=[O:30])[N:28]([C:31]2[S:32][C:33]([C:37](=[O:46])[NH:38][CH2:39][C:40]3[CH:41]=[N:42][CH:43]=[CH:44][CH:45]=3)=[C:34]([CH3:36])[N:35]=2)[CH:27]=[N:26]1)(=O)=O. No catalyst specified. The product is [F:10][C:11]1[CH:17]=[CH:16][C:14]([NH:15][CH2:23][CH2:24][N:25]2[C:29](=[O:30])[N:28]([C:31]3[S:32][C:33]([C:37]([NH:38][CH2:39][C:40]4[CH:41]=[N:42][CH:43]=[CH:44][CH:45]=4)=[O:46])=[C:34]([CH3:36])[N:35]=3)[CH:27]=[N:26]2)=[CH:13][CH:12]=1. The yield is 0.660. (4) The reactants are C[O:2][C:3]([C:5]1[N:6]=[C:7]([NH2:19])[C:8]2[N:9]([N:11]=[C:12]([C:14]3[O:15][CH:16]=[CH:17][CH:18]=3)[N:13]=2)[CH:10]=1)=[O:4].[Li+].[OH-]. The catalyst is CO.C1COCC1. The product is [NH2:19][C:7]1[C:8]2[N:9]([N:11]=[C:12]([C:14]3[O:15][CH:16]=[CH:17][CH:18]=3)[N:13]=2)[CH:10]=[C:5]([C:3]([OH:4])=[O:2])[N:6]=1. The yield is 0.670. (5) The yield is 0.770. The reactants are C(OC(C(F)(F)F)=O)(C(F)(F)F)=[O:2].[Cl:14][C:15]1[CH:16]=[CH:17][C:18]([CH2:21][O:22][C:23]2[CH:28]=[CH:27][N+:26]([O-])=[CH:25][CH:24]=2)=[N:19][CH:20]=1.CCN(CC)CC. The catalyst is C1COCC1.O. The product is [Cl:14][C:15]1[CH:16]=[CH:17][C:18]([CH2:21][O:22][C:23]2[CH:28]=[CH:27][NH:26][C:25](=[O:2])[CH:24]=2)=[N:19][CH:20]=1. (6) The reactants are [Cl:1][C:2]1[CH:7]=[C:6]([C:8]([F:11])([F:10])[F:9])[CH:5]=[C:4]([Cl:12])[C:3]=1[NH:13][S:14]([NH:17][C:18](=[O:21])[O:19][CH3:20])(=[O:16])=[O:15].[CH3:22][CH:23]([CH2:26]O)[CH2:24]O.C1(P(C2C=CC=CC=2)C2C=CC=CC=2)C=CC=CC=1.CC(OC(/N=N/C(OC(C)C)=O)=O)C. The catalyst is C1COCC1. The product is [Cl:1][C:2]1[CH:7]=[C:6]([C:8]([F:11])([F:9])[F:10])[CH:5]=[C:4]([Cl:12])[C:3]=1[N:13]1[S:14](=[O:15])(=[O:16])[N:17]([C:18]([O:19][CH3:20])=[O:21])[CH2:24][CH:23]([CH3:26])[CH2:22]1. The yield is 0.700. (7) The reactants are [OH:1][C:2]1[CH:11]=[CH:10][C:5]([C:6]([NH:8][NH2:9])=[O:7])=[CH:4][CH:3]=1.[Cl:12][C:13]1[C:20]([C:21]([F:24])([F:23])[F:22])=[CH:19][CH:18]=[CH:17][C:14]=1[CH:15]=O. The catalyst is C(O)(=O)C.CCO. The product is [Cl:12][C:13]1[C:20]([C:21]([F:22])([F:23])[F:24])=[CH:19][CH:18]=[CH:17][C:14]=1[CH:15]=[N:9][NH:8][C:6](=[O:7])[C:5]1[CH:10]=[CH:11][C:2]([OH:1])=[CH:3][CH:4]=1. The yield is 0.930. (8) The reactants are [C:1]([O-:4])(=[O:3])[CH3:2].[Na+].N(OC(C)(C)C)=O.N[C@@H:14]([CH2:18][CH3:19])[C:15]([OH:17])=[O:16]. The catalyst is C(O)(=O)C. The product is [C:1]([O:4][C@@H:14]([CH2:18][CH3:19])[C:15]([OH:17])=[O:16])(=[O:3])[CH3:2]. The yield is 0.600.